Dataset: Forward reaction prediction with 1.9M reactions from USPTO patents (1976-2016). Task: Predict the product of the given reaction. (1) Given the reactants [CH3:1][N:2]1[CH2:7][CH2:6][NH:5][CH2:4][CH2:3]1.C(N(CC)CC)C.Cl[C:16]1[C:21]([CH:22]([CH2:27][CH2:28][CH3:29])[C:23]([O:25][CH3:26])=[O:24])=[C:20]([CH3:30])[N:19]=[C:18]([C:31]2[CH:36]=[CH:35][CH:34]=[CH:33][CH:32]=2)[N:17]=1, predict the reaction product. The product is: [CH3:30][C:20]1[C:21]([CH:22]([CH2:27][CH2:28][CH3:29])[C:23]([O:25][CH3:26])=[O:24])=[C:16]([N:5]2[CH2:6][CH2:7][N:2]([CH3:1])[CH2:3][CH2:4]2)[N:17]=[C:18]([C:31]2[CH:36]=[CH:35][CH:34]=[CH:33][CH:32]=2)[N:19]=1. (2) The product is: [OH:1][CH2:2][C@@H:3]([NH:6][C:7]1[N:12]=[C:11]([NH:13][CH2:14][C:15]2[CH:16]=[CH:17][C:18]([C:21]3[CH:26]=[CH:25][CH:24]=[CH:23][N:22]=3)=[CH:19][CH:20]=2)[N:10]2[N:27]=[CH:28][C:29]([CH:30]([CH3:31])[CH3:32])=[C:9]2[N:8]=1)[C@H:4]([OH:36])[CH3:5]. Given the reactants [OH:1][CH2:2][C@H:3]([NH:6][C:7]1[N:12]=[C:11]([NH:13][CH2:14][C:15]2[CH:20]=[CH:19][C:18]([C:21]3[CH:26]=[CH:25][CH:24]=[CH:23][N:22]=3)=[CH:17][CH:16]=2)[N:10]2[N:27]=[CH:28][C:29]([CH:30]([CH3:32])[CH3:31])=[C:9]2[N:8]=1)[CH2:4][CH3:5].N[C@H](CO)[C@@H](C)[OH:36], predict the reaction product. (3) The product is: [CH3:75][N:77]([C@@H:78]([C:81]1[CH:86]=[CH:85][CH:84]=[CH:83][CH:82]=1)[CH2:79][CH3:80])[C:1]([C:4]1[N:5]=[C:6]([CH:9]2[CH2:14][CH2:13][N:12]([C:15]([O:17][C:18]([CH3:21])([CH3:20])[CH3:19])=[O:16])[CH2:11][CH2:10]2)[S:7][CH:8]=1)=[O:3]. Given the reactants [C:1]([C:4]1[N:5]=[C:6]([CH:9]2[CH2:14][CH2:13][N:12]([C:15]([O:17][C:18]([CH3:21])([CH3:20])[CH3:19])=[O:16])[CH2:11][CH2:10]2)[S:7][CH:8]=1)([OH:3])=O.C(N(CC)CC)C.F[P-](F)(F)(F)(F)F.N1(OC(N(C)C)=[N+](C)C)C2C=CC=CC=2N=N1.CC1C=CC(C)=CC=1CC(N1CCC(C2SC=C([C:75]([N:77](C)[C@@H:78]([C:81]3[CH:86]=[CH:85][CH:84]=[CH:83][CH:82]=3)[CH2:79][CH3:80])=O)N=2)CC1)=O, predict the reaction product. (4) Given the reactants [N:1]([CH2:4][C:5]1[CH:19]=[C:18]([Cl:20])[CH:17]=[CH:16][C:6]=1[CH2:7][NH:8][C:9](=[O:15])[O:10][C:11]([CH3:14])([CH3:13])[CH3:12])=[N+]=[N-].C1(P(C2C=CC=CC=2)C2C=CC=CC=2)C=CC=CC=1, predict the reaction product. The product is: [NH2:1][CH2:4][C:5]1[CH:19]=[C:18]([Cl:20])[CH:17]=[CH:16][C:6]=1[CH2:7][NH:8][C:9](=[O:15])[O:10][C:11]([CH3:14])([CH3:13])[CH3:12]. (5) Given the reactants Br[C:2]1[CH:7]=[CH:6][CH:5]=[C:4]([Br:8])[N:3]=1.[N:9]1([C:15]([O:17][C:18]([CH3:21])([CH3:20])[CH3:19])=[O:16])[CH2:14][CH2:13][NH:12][CH2:11][CH2:10]1.C(=O)([O-])[O-].[K+].[K+].O, predict the reaction product. The product is: [Br:8][C:4]1[N:3]=[C:2]([N:12]2[CH2:11][CH2:10][N:9]([C:15]([O:17][C:18]([CH3:21])([CH3:20])[CH3:19])=[O:16])[CH2:14][CH2:13]2)[CH:7]=[CH:6][CH:5]=1. (6) Given the reactants [CH3:1][N:2]([CH3:32])[C:3]([C:5]1[CH:10]=[C:9]([CH:11]=O)[CH:8]=[CH:7][C:6]=1[NH:13][C:14]([C:16]1[C:17]([C:22]2[CH:27]=[CH:26][C:25]([C:28]([F:31])([F:30])[F:29])=[CH:24][CH:23]=2)=[CH:18][CH:19]=[CH:20][CH:21]=1)=[O:15])=[O:4].Cl.[CH3:34][O:35][C:36](=[O:40])[CH2:37][NH:38][CH3:39].C(O[BH-](OC(=O)C)OC(=O)C)(=O)C.[Na+], predict the reaction product. The product is: [CH3:34][O:35][C:36](=[O:40])[CH2:37][NH:38][CH2:39][CH2:11][C:9]1[CH:8]=[CH:7][C:6]([NH:13][C:14]([C:16]2[C:17]([C:22]3[CH:27]=[CH:26][C:25]([C:28]([F:30])([F:31])[F:29])=[CH:24][CH:23]=3)=[CH:18][CH:19]=[CH:20][CH:21]=2)=[O:15])=[C:5]([C:3](=[O:4])[N:2]([CH3:1])[CH3:32])[CH:10]=1.